This data is from Full USPTO retrosynthesis dataset with 1.9M reactions from patents (1976-2016). The task is: Predict the reactants needed to synthesize the given product. (1) The reactants are: [C:1]([O:5][C:6]([N:8]1[CH2:13][CH2:12][CH2:11][C@H:10]([C:14]([OH:16])=O)[CH2:9]1)=[O:7])([CH3:4])([CH3:3])[CH3:2].CN(C(ON1N=NC2C=CC=NC1=2)=[N+](C)C)C.F[P-](F)(F)(F)(F)F.[CH3:41][C:42]1[CH:49]=[CH:48][C:45]([CH2:46][NH2:47])=[CH:44][CH:43]=1. Given the product [CH3:41][C:42]1[CH:49]=[CH:48][C:45]([CH2:46][NH:47][C:14]([C@H:10]2[CH2:11][CH2:12][CH2:13][N:8]([C:6]([O:5][C:1]([CH3:2])([CH3:3])[CH3:4])=[O:7])[CH2:9]2)=[O:16])=[CH:44][CH:43]=1, predict the reactants needed to synthesize it. (2) Given the product [Cl:1][C:2]1[CH:3]=[N:4][C:5]2[N:6]([N:8]=[C:9]([C:11]([N:20]3[CH2:19][CH2:18][N:17]4[C:21]([C:24]5[CH:29]=[CH:28][N:27]=[CH:26][CH:25]=5)=[N:22][N:23]=[C:16]4[CH:15]3[CH3:14])=[O:13])[CH:10]=2)[CH:7]=1, predict the reactants needed to synthesize it. The reactants are: [Cl:1][C:2]1[CH:3]=[N:4][C:5]2[N:6]([N:8]=[C:9]([C:11]([OH:13])=O)[CH:10]=2)[CH:7]=1.[CH3:14][CH:15]1[NH:20][CH2:19][CH2:18][N:17]2[C:21]([C:24]3[CH:29]=[CH:28][N:27]=[CH:26][CH:25]=3)=[N:22][N:23]=[C:16]12.